From a dataset of Catalyst prediction with 721,799 reactions and 888 catalyst types from USPTO. Predict which catalyst facilitates the given reaction. (1) Reactant: [F:1][C:2]([F:7])([F:6])[C:3]([OH:5])=[O:4].[F:8][C:9]1[C:14]([F:15])=[CH:13][CH:12]=[CH:11][C:10]=1[CH2:16][CH2:17][C:18]1[N:23]([CH2:24][C:25]([N:27]([CH2:40][C:41]2[CH:46]=[CH:45][C:44]([C:47]3[CH:52]=[CH:51][C:50]([C:53]([F:56])([F:55])[F:54])=[CH:49][CH:48]=3)=[CH:43][CH:42]=2)[CH:28]2[CH2:33][CH2:32][N:31]([C:34]([CH3:39])([CH3:38])[C:35](O)=[O:36])[CH2:30][CH2:29]2)=[O:26])[C:22]2[N:57]=[CH:58][CH:59]=[CH:60][C:21]=2[C:20](=[O:61])[N:19]=1.CN.C[CH2:65][N:66](C(C)C)C(C)C.CN(C(ON1N=NC2C=CC=NC1=2)=[N+](C)C)C.F[P-](F)(F)(F)(F)F. Product: [F:1][C:2]([F:7])([F:6])[C:3]([OH:5])=[O:4].[F:8][C:9]1[C:14]([F:15])=[CH:13][CH:12]=[CH:11][C:10]=1[CH2:16][CH2:17][C:18]1[N:23]([CH2:24][C:25]([N:27]([CH2:40][C:41]2[CH:42]=[CH:43][C:44]([C:47]3[CH:52]=[CH:51][C:50]([C:53]([F:55])([F:54])[F:56])=[CH:49][CH:48]=3)=[CH:45][CH:46]=2)[CH:28]2[CH2:33][CH2:32][N:31]([C:34]([CH3:39])([CH3:38])[C:35]([NH:66][CH3:65])=[O:36])[CH2:30][CH2:29]2)=[O:26])[C:22]2[N:57]=[CH:58][CH:59]=[CH:60][C:21]=2[C:20](=[O:61])[N:19]=1. The catalyst class is: 9. (2) Reactant: [C:1]([NH:5][C:6](=[O:8])[O-:7])(C)([CH3:3])[CH3:2].[C:9](OCl)([CH3:12])([CH3:11])[CH3:10].[OH-:15].[Na+].CCC1C2CC(C(OC3C4C(=CC=CC=4)C(OC([C:63]4[CH:72]=CN=[C:69]5[C:64]=4[CH:65]=[C:66](OC)[CH:67]=[CH:68]5)C4N5CC(CC)C(CC5)C4)=NN=3)[C:63]3[CH:72]=CN=[C:69]4[C:64]=3[CH:65]=[C:66](OC)[CH:67]=[CH:68]4)N(CC2)C1.[C:75]([O:78][CH2:79][CH3:80])(=[O:77])C. Product: [C:9]([O:7][C:6]([NH:5][C@H:1]([CH2:3][CH2:72][CH2:63][C:64]1[CH:65]=[CH:66][CH:67]=[CH:68][CH:69]=1)[C@H:2]([OH:15])[C:75]([O:78][CH2:79][CH3:80])=[O:77])=[O:8])([CH3:12])([CH3:11])[CH3:10]. The catalyst class is: 259. (3) Reactant: [NH2:1][C:2]1[CH:3]=[C:4]([NH:8][C:9]2[N:14]=[C:13]([NH:15][C:16]3[NH:20][N:19]=[C:18]([CH:21]4[CH2:23][CH2:22]4)[CH:17]=3)[CH:12]=[CH:11][N:10]=2)[CH:5]=[CH:6][CH:7]=1.[F:24][C:25]([F:36])([F:35])[C:26]1[CH:27]=[C:28]([CH:32]=[CH:33][CH:34]=1)[C:29](Cl)=[O:30]. Product: [CH:21]1([C:18]2[CH:17]=[C:16]([NH:15][C:13]3[CH:12]=[CH:11][N:10]=[C:9]([NH:8][C:4]4[CH:3]=[C:2]([NH:1][C:29](=[O:30])[C:28]5[CH:32]=[CH:33][CH:34]=[C:26]([C:25]([F:24])([F:35])[F:36])[CH:27]=5)[CH:7]=[CH:6][CH:5]=4)[N:14]=3)[NH:20][N:19]=2)[CH2:23][CH2:22]1. The catalyst class is: 2.